This data is from Full USPTO retrosynthesis dataset with 1.9M reactions from patents (1976-2016). The task is: Predict the reactants needed to synthesize the given product. (1) Given the product [Br:1][C:2]1[CH:3]=[CH:4][C:5]([CH2:8][S:9]([CH2:12][CH2:13][NH:18][C@@H:15]([CH2:16][CH3:17])[CH3:14])(=[O:11])=[O:10])=[CH:6][CH:7]=1, predict the reactants needed to synthesize it. The reactants are: [Br:1][C:2]1[CH:7]=[CH:6][C:5]([CH2:8][S:9]([CH:12]=[CH2:13])(=[O:11])=[O:10])=[CH:4][CH:3]=1.[CH3:14][C@@H:15]([NH2:18])[CH2:16][CH3:17]. (2) Given the product [CH2:4]([N:5]([CH2:6][CH2:38][CH2:35][CH3:37])[C:10](=[O:15])[CH2:9][N:8]1[C:7]2[CH:16]=[C:17]([O:20][CH3:21])[CH:18]=[CH:19][C:6]=2[N:5]=[C:4]1[CH2:3][C:2]([CH3:1])([CH3:22])[CH3:23])[CH2:3][CH2:2][CH3:1], predict the reactants needed to synthesize it. The reactants are: [CH3:1][C:2]([CH3:23])([CH3:22])[CH2:3][C:4]1[N:8]([CH2:9][C:10](=[O:15])C(C)(C)C)[C:7]2[CH:16]=[C:17]([O:20][CH3:21])[CH:18]=[CH:19][C:6]=2[N:5]=1.C(=O)([O-])[O-].[Cs+].[Cs+].ClCC(O[C:35]([CH3:38])([CH3:37])C)=O. (3) Given the product [CH2:12]([O:11][C:7]1[CH:6]=[C:5]([CH:10]=[CH:9][CH:8]=1)[C:4]([OH:15])=[O:3])[CH:13]=[CH2:14], predict the reactants needed to synthesize it. The reactants are: C([O:3][C:4](=[O:15])[C:5]1[CH:10]=[CH:9][CH:8]=[C:7]([O:11][CH2:12][CH:13]=[CH2:14])[CH:6]=1)C.[OH-].[Na+]. (4) Given the product [CH:40]([O:13][C:14]1[CH:15]=[C:16]([C:20]2[NH:24][C:23]([C:25]3[CH:30]=[CH:29][N:28]=[C:27]([N:31]4[CH2:32][CH2:33][N:34]([CH:37]([CH3:39])[CH3:38])[CH2:35][CH2:36]4)[CH:26]=3)=[N:22][CH:21]=2)[CH:17]=[CH:18][CH:19]=1)([CH3:45])[CH3:41], predict the reactants needed to synthesize it. The reactants are: N(C(OCC)=O)=NC(OCC)=O.[OH:13][C:14]1[CH:15]=[C:16]([C:20]2[NH:24][C:23]([C:25]3[CH:30]=[CH:29][N:28]=[C:27]([N:31]4[CH2:36][CH2:35][N:34]([CH:37]([CH3:39])[CH3:38])[CH2:33][CH2:32]4)[CH:26]=3)=[N:22][CH:21]=2)[CH:17]=[CH:18][CH:19]=1.[C:40]1(P(C2C=CC=CC=2)C2C=CC=CC=2)[CH:45]=CC=C[CH:41]=1.C(O)(C)C. (5) Given the product [Br:1][C:2]1[C:11]([Br:12])=[C:10]([I:13])[C:9]2[N:14]=[C:15]([NH:27][CH2:26][CH2:25][NH:24][C:17](=[O:18])[O:19][C:20]([CH3:22])([CH3:21])[CH3:23])[N:7]3[C:8]=2[C:3]=1[CH2:4][CH2:5][CH2:6]3, predict the reactants needed to synthesize it. The reactants are: [Br:1][C:2]1[C:11]([Br:12])=[C:10]([I:13])[C:9]2[N:14]=[C:15](Cl)[N:7]3[C:8]=2[C:3]=1[CH2:4][CH2:5][CH2:6]3.[C:17]([NH:24][CH2:25][CH2:26][NH2:27])([O:19][C:20]([CH3:23])([CH3:22])[CH3:21])=[O:18]. (6) Given the product [Cl:1][C:2]1[N:11]=[C:10]([N:12]([C:13]2[CH:14]=[N:15][C:16]([O:19][CH3:20])=[CH:17][CH:18]=2)[CH3:21])[C:9]2[C:4](=[CH:5][CH:6]=[CH:7][CH:8]=2)[N:3]=1, predict the reactants needed to synthesize it. The reactants are: [Cl:1][C:2]1[N:11]=[C:10]([NH:12][C:13]2[CH:14]=[N:15][C:16]([O:19][CH3:20])=[CH:17][CH:18]=2)[C:9]2[C:4](=[CH:5][CH:6]=[CH:7][CH:8]=2)[N:3]=1.[CH3:21]I.[H-].[Na+]. (7) Given the product [S:14]1[CH:13]=[CH:18][C:19]2[C:10]([C:9]3[CH:8]4[CH2:20][CH:5]([CH2:6][CH2:7]4)[C:4]=3[CH2:3][N:2]([CH3:1])[CH3:21])=[CH:11][CH:12]=[CH:16][C:15]1=2, predict the reactants needed to synthesize it. The reactants are: [CH3:1][N:2]([CH3:21])[CH2:3][C:4]1[CH:5]2[CH2:20][CH:8]([C:9]=1[C:10]1[CH:19]=[CH:18][C:13]3[S:14][C:15](C)=[CH:16][C:12]=3[CH:11]=1)[CH2:7][CH2:6]2.[K+].[Br-]. (8) Given the product [O:14]1[CH:13]=[CH:12][CH:11]=[C:10]1[CH2:9][S:8](=[O:23])[S:7][CH2:1][C:2]1[O:6][CH:5]=[CH:4][CH:3]=1, predict the reactants needed to synthesize it. The reactants are: [CH2:1]([S:7][S:8][CH2:9][C:10]1[O:14][CH:13]=[CH:12][CH:11]=1)[C:2]1[O:6][CH:5]=[CH:4][CH:3]=1.C1C=C(Cl)C=C(C(OO)=[O:23])C=1.